This data is from Experimentally validated miRNA-target interactions with 360,000+ pairs, plus equal number of negative samples. The task is: Binary Classification. Given a miRNA mature sequence and a target amino acid sequence, predict their likelihood of interaction. The miRNA is hsa-miR-4659a-3p with sequence UUUCUUCUUAGACAUGGCAACG. The protein sequence of the target gene is MWSGLLPPGLNESDAESNSEDEATLENSGLNLQEDKEDESIRKTEIIDFSTDEPKTETESNVNAYEECPSGIPIDMWNKFQELHKKHSEQKSTTSRFRGKRRKRSRKDKLKNEKELHSEPSSNETQWKELTQYFGVNDRFDPPVKRKKVEKSGLEKRIDQAVEEWNIEKAEELSNQLATRELGVKIAKAVACHNFVKAKKEVENSQAARKKKKLAWGFEAKKRWETKSNMGYM. Result: 1 (interaction).